Dataset: Full USPTO retrosynthesis dataset with 1.9M reactions from patents (1976-2016). Task: Predict the reactants needed to synthesize the given product. (1) Given the product [C:2]([O:4][C:12]1[CH:13]=[C:8]([O:7][CH3:6])[CH:9]=[CH:10][C:11]=1[O:14][CH3:15])(=[O:3])[CH3:1], predict the reactants needed to synthesize it. The reactants are: [CH3:1][C:2]([O:4][Na])=[O:3].[CH3:6][O:7][C:8]1[CH:13]=[CH:12][C:11]([O:14][CH3:15])=[CH:10][C:9]=1C(=O)C.OO.C([O-])([O-])=O.[K+].[K+]. (2) Given the product [NH2:1][C:4]1[CH:9]=[CH:8][C:7]([C:10]2[CH:15]=[CH:14][C:13]([C:16]([F:17])([F:18])[F:19])=[CH:12][CH:11]=2)=[CH:6][C:5]=1[CH2:20][S:21][CH2:22][C:23]([O:25][CH2:26][CH3:27])=[O:24], predict the reactants needed to synthesize it. The reactants are: [N+:1]([C:4]1[CH:9]=[CH:8][C:7]([C:10]2[CH:15]=[CH:14][C:13]([C:16]([F:19])([F:18])[F:17])=[CH:12][CH:11]=2)=[CH:6][C:5]=1[CH2:20][S:21][CH2:22][C:23]([O:25][CH2:26][CH3:27])=[O:24])([O-])=O.